From a dataset of Catalyst prediction with 721,799 reactions and 888 catalyst types from USPTO. Predict which catalyst facilitates the given reaction. Reactant: [CH2:1]([O:3][C:4](=[O:24])[CH:5]=[C:6]([NH:13][C:14]1[CH:19]=[CH:18][C:17]([O:20][CH:21]([CH3:23])[CH3:22])=[CH:16][CH:15]=1)[CH2:7][C:8]([O:10][CH2:11][CH3:12])=[O:9])[CH3:2].[C:25]1(=O)[CH:30]=[CH:29][C:28](=[O:31])[CH:27]=[CH:26]1. Product: [CH2:1]([O:3][C:4]([C:5]1[C:30]2[C:25](=[CH:26][CH:27]=[C:28]([OH:31])[CH:29]=2)[N:13]([C:14]2[CH:15]=[CH:16][C:17]([O:20][CH:21]([CH3:22])[CH3:23])=[CH:18][CH:19]=2)[C:6]=1[CH2:7][C:8]([O:10][CH2:11][CH3:12])=[O:9])=[O:24])[CH3:2]. The catalyst class is: 23.